Dataset: Cav3 T-type calcium channel HTS with 100,875 compounds. Task: Binary Classification. Given a drug SMILES string, predict its activity (active/inactive) in a high-throughput screening assay against a specified biological target. (1) The molecule is O(Cc1c(onc1C)C)c1c(OC)cc(cc1)C(O)=O. The result is 0 (inactive). (2) The molecule is Clc1c(NC(=O)c2cccnc2)cc(NC(=O)CC)cc1. The result is 0 (inactive). (3) The result is 0 (inactive). The compound is S(c1n(c(nn1)Cc1n(ccc1)C)c1ccc(F)cc1)CC(=O)NCc1ccccc1. (4) The compound is S(c1n(N)c(nn1)C1CCCCC1)CC(OCc1ccc(cc1)C#N)=O. The result is 0 (inactive). (5) The molecule is o1c2c(c(CN(c3ccccc3)C)cc1=O)ccc(OC)c2. The result is 0 (inactive). (6) The result is 0 (inactive). The molecule is O(CC(=O)N(CC)CC)C(=O)c1ccc(O)cc1. (7) The drug is S(=O)(=O)(N1CCCCC1)c1ccc(cc1)C(=O)Nc1scc(n1)c1cc2OCCOc2cc1. The result is 0 (inactive).